Predict the product of the given reaction. From a dataset of Forward reaction prediction with 1.9M reactions from USPTO patents (1976-2016). (1) Given the reactants Cl[C:2]1[CH:7]=[N:6][CH:5]=[C:4]([Cl:8])[N:3]=1.[C:9]([N:16]1[CH2:21][CH2:20][NH:19][CH2:18][CH2:17]1)([O:11][C:12]([CH3:15])([CH3:14])[CH3:13])=[O:10], predict the reaction product. The product is: [C:12]([O:11][C:9]([N:16]1[CH2:21][CH2:20][N:19]([C:2]2[CH:7]=[N:6][CH:5]=[C:4]([Cl:8])[N:3]=2)[CH2:18][CH2:17]1)=[O:10])([CH3:15])([CH3:13])[CH3:14]. (2) The product is: [CH3:1][C:2]1[N:3]([CH2:15][CH:16]([CH3:18])[CH3:17])[C:4]2[C:13]3[N:12]=[CH:11][CH:10]=[CH:9][C:8]=3[N+:7]([O-:21])=[CH:6][C:5]=2[N:14]=1. Given the reactants [CH3:1][C:2]1[N:3]([CH2:15][CH:16]([CH3:18])[CH3:17])[C:4]2[C:13]3[N:12]=[CH:11][CH:10]=[CH:9][C:8]=3[N:7]=[CH:6][C:5]=2[N:14]=1.C(OO)(=[O:21])C, predict the reaction product. (3) Given the reactants [Si]([O:8][C@H:9]1[CH2:13][CH2:12][CH2:11][C@H:10]1[C:14]1[N:18]2[C:19]3[C:24]([NH:25][C:26](=[O:27])[C:17]2=[CH:16][N:15]=1)=[CH:23][C:22]([C:28]([N:30]1[CH2:38][C:37]2[C:32](=[CH:33][CH:34]=[CH:35][CH:36]=2)[CH2:31]1)=[O:29])=[C:21]([CH3:39])[CH:20]=3)(C(C)(C)C)(C)C.Cl, predict the reaction product. The product is: [CH2:31]1[C:32]2[C:37](=[CH:36][CH:35]=[CH:34][CH:33]=2)[CH2:38][N:30]1[C:28]([C:22]1[CH:23]=[C:24]2[C:19](=[CH:20][C:21]=1[CH3:39])[N:18]1[C:14]([C@@H:10]3[CH2:11][CH2:12][CH2:13][C@@H:9]3[OH:8])=[N:15][CH:16]=[C:17]1[C:26](=[O:27])[NH:25]2)=[O:29]. (4) Given the reactants [Cl:1][C:2]1[CH:10]=[CH:9][C:8]([C:11]2[C:12]([C@@H:23]([NH:33]C(=O)OC(C)(C)C)[CH2:24][C:25]3[CH:30]=[C:29]([F:31])[CH:28]=[C:27]([F:32])[CH:26]=3)=[N:13][CH:14]=[C:15]([C:17]3[CH:22]=[CH:21][CH:20]=[CH:19][CH:18]=3)[CH:16]=2)=[C:7]2[C:3]=1[C:4]([NH:42][S:43]([CH3:46])(=[O:45])=[O:44])=[N:5][N:6]2[CH3:41].C(O)(C(F)(F)F)=O, predict the reaction product. The product is: [NH2:33][C@H:23]([C:12]1[C:11]([C:8]2[CH:9]=[CH:10][C:2]([Cl:1])=[C:3]3[C:7]=2[N:6]([CH3:41])[N:5]=[C:4]3[NH:42][S:43]([CH3:46])(=[O:45])=[O:44])=[CH:16][C:15]([C:17]2[CH:18]=[CH:19][CH:20]=[CH:21][CH:22]=2)=[CH:14][N:13]=1)[CH2:24][C:25]1[CH:26]=[C:27]([F:32])[CH:28]=[C:29]([F:31])[CH:30]=1. (5) Given the reactants [NH:1]1[C:9]2[C:4](=[CH:5][CH:6]=[CH:7][CH:8]=2)[CH:3]=[C:2]1[C:10]([N:12]1[CH2:16][CH2:15][CH2:14][CH2:13]1)=[O:11].[CH:17]1[CH:22]=[C:21]([S:23][S:23][C:21]2[N:20]=[CH:19][CH:18]=[CH:17][CH:22]=2)[N:20]=[CH:19][CH:18]=1, predict the reaction product. The product is: [N:20]1[CH:19]=[CH:18][CH:17]=[CH:22][C:21]=1[S:23][C:3]1[C:4]2[C:9](=[CH:8][CH:7]=[CH:6][CH:5]=2)[NH:1][C:2]=1[C:10]([N:12]1[CH2:16][CH2:15][CH2:14][CH2:13]1)=[O:11]. (6) Given the reactants C(O[C:6](=[O:32])[N:7]([CH2:9][C:10]1[CH:15]=[CH:14][C:13]([C:16]2[C:17]3[CH:24]=[C:23]([C:25]4[CH:26]=[N:27][N:28]([CH3:30])[CH:29]=4)[NH:22][C:18]=3[N:19]=[CH:20][N:21]=2)=[CH:12][C:11]=1[F:31])C)(C)(C)C.C(O)(C(F)(F)F)=O.[CH3:40][C:41]1([C:45]2[CH:53]=[CH:52][C:48](C(O)=O)=[CH:47][CH:46]=2)[CH2:44][O:43][CH2:42]1.CCN(C(C)C)C(C)C.CN(C(ON1N=NC2C=CC=NC1=2)=[N+](C)C)C.F[P-](F)(F)(F)(F)F, predict the reaction product. The product is: [F:31][C:11]1[CH:12]=[C:13]([C:16]2[C:17]3[CH:24]=[C:23]([C:25]4[CH:26]=[N:27][N:28]([CH3:30])[CH:29]=4)[NH:22][C:18]=3[N:19]=[CH:20][N:21]=2)[CH:14]=[CH:15][C:10]=1[CH2:9][NH:7][C:6](=[O:32])[C:48]1[CH:47]=[CH:46][C:45]([C:41]2([CH3:40])[CH2:42][O:43][CH2:44]2)=[CH:53][CH:52]=1. (7) Given the reactants N[C:2]1[CH:10]=[CH:9][CH:8]=[C:7]2[C:3]=1[CH2:4][CH2:5][CH:6]2[N:11]1[CH:16]=[CH:15][CH:14]=[C:13]([C:17]([NH:19][C:20]2[CH:25]=[CH:24][N:23]=[CH:22][CH:21]=2)=[O:18])[C:12]1=[O:26].N([O-])=O.[Na+].C([O-])([O-])=O.[Na+].[Na+].[ClH:37], predict the reaction product. The product is: [Cl:37][C:2]1[CH:10]=[CH:9][CH:8]=[C:7]2[C:3]=1[CH2:4][CH2:5][CH:6]2[N:11]1[CH:16]=[CH:15][CH:14]=[C:13]([C:17]([NH:19][C:20]2[CH:25]=[CH:24][N:23]=[CH:22][CH:21]=2)=[O:18])[C:12]1=[O:26].